This data is from Full USPTO retrosynthesis dataset with 1.9M reactions from patents (1976-2016). The task is: Predict the reactants needed to synthesize the given product. (1) Given the product [OH:22][CH2:21][CH2:20][N:18]1[CH:19]=[C:15]([N:14]2[C:5]3[C:4]4[CH:3]=[C:2]([C:31]5[CH:30]=[N:29][C:28]([O:27][CH3:26])=[CH:33][CH:32]=5)[CH:11]=[CH:10][C:9]=4[N:8]=[CH:7][C:6]=3[N:12]([CH3:25])[C:13]2=[O:24])[C:16]([CH3:23])=[N:17]1, predict the reactants needed to synthesize it. The reactants are: Br[C:2]1[CH:11]=[CH:10][C:9]2[N:8]=[CH:7][C:6]3[N:12]([CH3:25])[C:13](=[O:24])[N:14]([C:15]4[C:16]([CH3:23])=[N:17][N:18]([CH2:20][CH2:21][OH:22])[CH:19]=4)[C:5]=3[C:4]=2[CH:3]=1.[CH3:26][O:27][C:28]1[CH:33]=[CH:32][C:31](B(O)O)=[CH:30][N:29]=1. (2) Given the product [CH2:32]([N:39]1[CH2:44][CH2:43][N:42]([C:1]([O:2][CH2:3][CH2:4][N:5]2[CH2:6][CH2:7][N:8]([CH3:11])[CH2:9][CH2:10]2)=[O:22])[CH2:41][CH2:40]1)[C:33]1[CH:34]=[CH:35][CH:36]=[CH:37][CH:38]=1, predict the reactants needed to synthesize it. The reactants are: [C:1](=[O:22])(OC1C=CC([N+]([O-])=O)=CC=1)[O:2][CH2:3][CH2:4][N:5]1[CH2:10][CH2:9][N:8]([CH3:11])[CH2:7][CH2:6]1.CCN(C(C)C)C(C)C.[CH2:32]([N:39]1[CH2:44][CH2:43][NH:42][CH2:41][CH2:40]1)[C:33]1[CH:38]=[CH:37][CH:36]=[CH:35][CH:34]=1. (3) Given the product [Cl:1][C:2]1[CH:7]=[C:6]([Cl:8])[CH:5]=[C:4]([Cl:9])[C:3]=1[NH:10][C:11]([NH:13][C:14]1[C:15]([C:24]([NH:26][C:27]2([C:32]([OH:34])=[O:33])[CH2:31][CH2:30][CH2:29][CH2:28]2)=[O:25])=[CH:16][C:17]2[C:22]([CH:23]=1)=[CH:21][CH:20]=[CH:19][CH:18]=2)=[O:12], predict the reactants needed to synthesize it. The reactants are: [Cl:1][C:2]1[CH:7]=[C:6]([Cl:8])[CH:5]=[C:4]([Cl:9])[C:3]=1[NH:10][C:11]([NH:13][C:14]1[C:15]([C:24]([NH:26][C:27]2([C:32]([O:34]C)=[O:33])[CH2:31][CH2:30][CH2:29][CH2:28]2)=[O:25])=[CH:16][C:17]2[C:22]([CH:23]=1)=[CH:21][CH:20]=[CH:19][CH:18]=2)=[O:12].Cl.